Dataset: Full USPTO retrosynthesis dataset with 1.9M reactions from patents (1976-2016). Task: Predict the reactants needed to synthesize the given product. (1) Given the product [CH3:10][C:5]1[S:6][C:7]2[C:3](=[CH:2][S:1][CH:8]=2)[N:4]=1, predict the reactants needed to synthesize it. The reactants are: [SH:1][CH2:2][C:3]1[N:4]=[C:5]([CH3:10])[S:6][C:7]=1[CH:8]=O.C(O)(=O)C. (2) Given the product [F:20][C:17]([F:18])([F:19])[C:2]([CH:3]=[N:31][C:21]1[C:30]2[C:25](=[CH:26][CH:27]=[CH:28][CH:29]=2)[CH:24]=[CH:23][CH:22]=1)([OH:1])[CH2:5][C:6]([C:9]1[CH:14]=[CH:13][CH:12]=[CH:11][C:10]=1[O:15][CH3:16])([CH3:7])[CH3:8], predict the reactants needed to synthesize it. The reactants are: [OH:1][C:2]([C:17]([F:20])([F:19])[F:18])([CH2:5][C:6]([C:9]1[CH:14]=[CH:13][CH:12]=[CH:11][C:10]=1[O:15][CH3:16])([CH3:8])[CH3:7])[CH:3]=O.[C:21]1([NH2:31])[C:30]2[C:25](=[CH:26][CH:27]=[CH:28][CH:29]=2)[CH:24]=[CH:23][CH:22]=1. (3) Given the product [CH2:1]=[C:2]([C:4]1[N:5]=[CH:6][C:7]([O:10][C@H:11]2[CH2:19][N:14]3[CH2:15][CH2:16][N:17]([C:29](=[O:30])[CH2:28][C:24]4[CH:25]=[CH:26][CH:27]=[C:22]([C:21]([F:32])([F:20])[F:33])[CH:23]=4)[CH2:18][C@@H:13]3[CH2:12]2)=[N:8][CH:9]=1)[CH3:3], predict the reactants needed to synthesize it. The reactants are: [CH2:1]=[C:2]([C:4]1[N:5]=[CH:6][C:7]([O:10][C@H:11]2[CH2:19][N:14]3[CH2:15][CH2:16][NH:17][CH2:18][C@@H:13]3[CH2:12]2)=[N:8][CH:9]=1)[CH3:3].[F:20][C:21]([F:33])([F:32])[C:22]1[CH:23]=[C:24]([CH2:28][C:29](O)=[O:30])[CH:25]=[CH:26][CH:27]=1.O.N1(O)C2C=CC=CC=2N=N1.C(N=C=NCCCN(C)C)C. (4) Given the product [Cl:1][C:2]1[CH:3]=[C:4]([C:15]2[O:19][N:18]=[C:17]([C:20]3[S:24][C:23]([CH2:25][N:26]4[CH2:27][CH:28]([C:30]([OH:32])=[O:31])[CH2:29]4)=[CH:22][C:21]=3[CH2:34][CH3:35])[N:16]=2)[CH:5]=[CH:6][C:7]=1[O:8][C:9]1[CH:10]=[CH:11][CH:12]=[CH:13][CH:14]=1, predict the reactants needed to synthesize it. The reactants are: [Cl:1][C:2]1[CH:3]=[C:4]([C:15]2[O:19][N:18]=[C:17]([C:20]3[S:24][C:23]([CH2:25][N:26]4[CH2:29][CH:28]([C:30]([O:32]C)=[O:31])[CH2:27]4)=[CH:22][C:21]=3[CH2:34][CH3:35])[N:16]=2)[CH:5]=[CH:6][C:7]=1[O:8][C:9]1[CH:14]=[CH:13][CH:12]=[CH:11][CH:10]=1.[OH-].[Na+]. (5) Given the product [C:17]([C:15]1[CH:16]=[C:12]([NH:11][C:9]([NH:8][C:5]2[CH:6]=[CH:7][C:2]([C:64]3[N:68]4[CH:69]=[CH:70][C:71]([C:73]5[CH:74]=[CH:75][C:76]([S:79]([CH3:82])(=[O:80])=[O:81])=[CH:77][CH:78]=5)=[CH:72][C:67]4=[N:66][CH:65]=3)=[CH:3][CH:4]=2)=[O:10])[NH:13][N:14]=1)([CH3:20])([CH3:19])[CH3:18], predict the reactants needed to synthesize it. The reactants are: Br[C:2]1[CH:7]=[CH:6][C:5]([NH:8][C:9]([NH:11][C:12]2[NH:13][N:14]=[C:15]([C:17]([CH3:20])([CH3:19])[CH3:18])[CH:16]=2)=[O:10])=[CH:4][CH:3]=1.C1(P(C2CCCCC2)C2CCCCC2)CCCCC1.C([O-])(=O)C.[K+].B1(B2OC(C)(C)C(C)(C)O2)OC(C)(C)C(C)(C)O1.I[C:64]1[N:68]2[CH:69]=[CH:70][C:71]([C:73]3[CH:78]=[CH:77][C:76]([S:79]([CH3:82])(=[O:81])=[O:80])=[CH:75][CH:74]=3)=[CH:72][C:67]2=[N:66][CH:65]=1.C(=O)([O-])[O-].[K+].[K+]. (6) Given the product [Cl:22][C:17]1[CH:16]=[C:15]([NH:14][C:5]2[C:4]3[C:9](=[CH:10][CH:11]=[C:2]([NH:1][CH2:31][C:23]4[CH:28]=[CH:27][CH:26]=[C:25]([CH3:29])[CH:24]=4)[CH:3]=3)[N:8]=[CH:7][C:6]=2[C:12]#[N:13])[CH:20]=[CH:19][C:18]=1[F:21], predict the reactants needed to synthesize it. The reactants are: [NH2:1][C:2]1[CH:3]=[C:4]2[C:9](=[CH:10][CH:11]=1)[N:8]=[CH:7][C:6]([C:12]#[N:13])=[C:5]2[NH:14][C:15]1[CH:20]=[CH:19][C:18]([F:21])=[C:17]([Cl:22])[CH:16]=1.[C:23]1([CH3:31])[CH:28]=[CH:27][CH:26]=[C:25]([CH:29]=O)[CH:24]=1.[BH3-]C#N.[Na+]. (7) Given the product [S:1]1[C:5]2[CH:6]=[CH:7][CH:8]=[CH:9][C:4]=2[N:3]=[C:2]1[C:10]1[C:14]([NH:15][C:16](=[O:21])[C:17]([CH3:20])([CH3:19])[CH3:18])=[CH:13][NH:12][N:11]=1, predict the reactants needed to synthesize it. The reactants are: [S:1]1[C:5]2[CH:6]=[CH:7][CH:8]=[CH:9][C:4]=2[N:3]=[C:2]1[C:10]1[C:14]([NH2:15])=[CH:13][NH:12][N:11]=1.[C:16](Cl)(=[O:21])[C:17]([CH3:20])([CH3:19])[CH3:18].N1C2C=CC=CC=2N=C1C1C(NC(=O)C(C)C)=CNN=1. (8) Given the product [OH:8][C:9]1[CH:14]=[CH:13][N:12]([C:15]2[CH:16]=[N:17][C:18]([N:21]3[CH2:25][CH2:24][C@@H:23]([OH:26])[CH2:22]3)=[CH:19][CH:20]=2)[C:11](=[O:27])[CH:10]=1, predict the reactants needed to synthesize it. The reactants are: C([O:8][C:9]1[CH:14]=[CH:13][N:12]([C:15]2[CH:16]=[N:17][C:18]([N:21]3[CH2:25][CH2:24][C@@H:23]([OH:26])[CH2:22]3)=[CH:19][CH:20]=2)[C:11](=[O:27])[CH:10]=1)C1C=CC=CC=1.CC1CC=CCC=1. (9) Given the product [CH3:30][O:29][C:24]1[CH:25]=[CH:26][CH:27]=[CH:28][C:23]=1[C:21]1[N:1]=[C:2]([N:4]2[C:8]([C:9]([F:12])([F:11])[F:10])=[C:7]([C:14]([O:16][CH2:17][CH3:18])=[O:15])[CH:6]=[N:5]2)[S:3][CH:20]=1, predict the reactants needed to synthesize it. The reactants are: [NH2:1][C:2]([N:4]1[C:8](O)([C:9]([F:12])([F:11])[F:10])[CH:7]([C:14]([O:16][CH2:17][CH3:18])=[O:15])[CH:6]=[N:5]1)=[S:3].Br[CH2:20][C:21]([C:23]1[CH:28]=[CH:27][CH:26]=[CH:25][C:24]=1[O:29][CH3:30])=O.